Predict the product of the given reaction. From a dataset of Forward reaction prediction with 1.9M reactions from USPTO patents (1976-2016). Given the reactants [C:1]([O:5][C:6]([N:8]1[CH2:13][CH2:12][CH:11]([OH:14])[CH2:10][CH2:9]1)=[O:7])([CH3:4])([CH3:3])[CH3:2].[CH3:15][O:16][C:17]1[CH:22]=[C:21]([N+:23]([O-:25])=[O:24])[CH:20]=[CH:19][C:18]=1O.C1(P(C2C=CC=CC=2)C2C=CC=CC=2)C=CC=CC=1.N(C(OCC)=O)=NC(OCC)=O, predict the reaction product. The product is: [C:1]([O:5][C:6]([N:8]1[CH2:13][CH2:12][CH:11]([O:14][C:18]2[CH:19]=[CH:20][C:21]([N+:23]([O-:25])=[O:24])=[CH:22][C:17]=2[O:16][CH3:15])[CH2:10][CH2:9]1)=[O:7])([CH3:4])([CH3:2])[CH3:3].